From a dataset of Forward reaction prediction with 1.9M reactions from USPTO patents (1976-2016). Predict the product of the given reaction. Given the reactants [OH:1][CH:2]([CH2:26][C:27]1[CH:32]=[CH:31][CH:30]=[CH:29][CH:28]=1)/[CH:3]=[CH:4]/[C@@H:5]1[N:9]([CH2:10][CH2:11][CH2:12][CH2:13][S:14][Si](C(C)C)(C(C)C)C(C)C)[C:8](=[O:25])[CH2:7][CH2:6]1.Br[CH2:34][C:35]#[N:36].[N+](CCCC)(CCCC)(CCCC)CCCC.[F-].O, predict the reaction product. The product is: [OH:1][CH:2]([CH2:26][C:27]1[CH:28]=[CH:29][CH:30]=[CH:31][CH:32]=1)/[CH:3]=[CH:4]/[C@H:5]1[CH2:6][CH2:7][C:8](=[O:25])[N:9]1[CH2:10][CH2:11][CH2:12][CH2:13][S:14][CH2:34][C:35]#[N:36].